From a dataset of Reaction yield outcomes from USPTO patents with 853,638 reactions. Predict the reaction yield, written as a fraction of the theoretical maximum amount of product (1.0 means a 100% yield; for example, 0.34 means a 34% yield). (1) The yield is 0.726. The reactants are [NH2:1][CH2:2][C:3]1[CH:12]=[C:11]2[C:6]([C:7]([C:25]3[CH:30]=[CH:29][C:28]([CH3:31])=[C:27]([CH3:32])[CH:26]=3)=[C:8]([CH:15]([O:20][C:21]([CH3:24])([CH3:23])[CH3:22])[C:16]([O:18][CH3:19])=[O:17])[N:9]([CH3:14])[C:10]2=[O:13])=[CH:5][CH:4]=1.CCN(CC)CC.[CH3:40][N:41]([CH3:46])[S:42](Cl)(=[O:44])=[O:43]. The catalyst is ClCCl. The product is [C:21]([O:20][CH:15]([C:8]1[N:9]([CH3:14])[C:10](=[O:13])[C:11]2[C:6]([C:7]=1[C:25]1[CH:30]=[CH:29][C:28]([CH3:31])=[C:27]([CH3:32])[CH:26]=1)=[CH:5][CH:4]=[C:3]([CH2:2][NH:1][S:42](=[O:44])(=[O:43])[N:41]([CH3:46])[CH3:40])[CH:12]=2)[C:16]([O:18][CH3:19])=[O:17])([CH3:22])([CH3:23])[CH3:24]. (2) The reactants are [F:1][C:2]1[CH:3]=[C:4]2[C:9](=[CH:10][CH:11]=1)[O:8][CH2:7][CH2:6][CH:5]2O.C1(C)C=CC(S(O)(=O)=O)=CC=1.O. The catalyst is C1(C)C=CC=CC=1. The product is [F:1][C:2]1[CH:3]=[C:4]2[C:9](=[CH:10][CH:11]=1)[O:8][CH2:7][CH:6]=[CH:5]2. The yield is 0.520. (3) The reactants are Br[CH2:2][C:3]([O:5][CH3:6])=[O:4].C([O-])([O-])=O.[Cs+].[Cs+].[OH:13][C:14]1[CH:15]=[C:16]([NH:20][C:21](=[O:30])[CH:22]=[CH:23][C:24]2[CH:29]=[CH:28][CH:27]=[CH:26][CH:25]=2)[CH:17]=[CH:18][CH:19]=1. The catalyst is C(#N)C. The product is [CH3:6][O:5][C:3](=[O:4])[CH2:2][O:13][C:14]1[CH:19]=[CH:18][CH:17]=[C:16]([NH:20][C:21](=[O:30])[CH:22]=[CH:23][C:24]2[CH:25]=[CH:26][CH:27]=[CH:28][CH:29]=2)[CH:15]=1. The yield is 0.480. (4) The reactants are [H-].[Na+].[F:3][C:4]1[CH:26]=[CH:25][CH:24]=[C:23]([F:27])[C:5]=1[C:6]([NH:8][C:9]([NH:11][C:12]1[CH:17]=[CH:16][C:15]([S:18][CH:19]([F:21])[F:20])=[CH:14][C:13]=1[F:22])=[O:10])=[O:7].Cl[CH:29]([O:31][CH:32](Cl)Cl)Cl.[Cl-].[NH4+]. The catalyst is CN(C=O)C.O. The product is [F:3][C:4]1[CH:26]=[CH:25][CH:24]=[C:23]([F:27])[C:5]=1[C:6]([N:8]1[C:9](=[O:10])[N:11]([C:12]2[CH:17]=[CH:16][C:15]([S:18][CH:19]([F:20])[F:21])=[CH:14][C:13]=2[F:22])[CH2:32][O:31][CH2:29]1)=[O:7]. The yield is 0.180. (5) The reactants are C([NH:8][C:9]1[CH:14]=[CH:13][C:12]([C:15]2[CH:24]=[C:23]3[C:18]([CH:19]=[CH:20][CH:21]=[N:22]3)=[C:17]([N:25]3[CH2:30][CH2:29][O:28][CH2:27][CH2:26]3)[N:16]=2)=[CH:11][C:10]=1[Cl:31])C1C=CC=CC=1.C1CC=CCC=1. The catalyst is CCO.[OH-].[OH-].[Pd+2]. The product is [Cl:31][C:10]1[CH:11]=[C:12]([C:15]2[CH:24]=[C:23]3[C:18]([CH:19]=[CH:20][CH:21]=[N:22]3)=[C:17]([N:25]3[CH2:30][CH2:29][O:28][CH2:27][CH2:26]3)[N:16]=2)[CH:13]=[CH:14][C:9]=1[NH2:8]. The yield is 0.260. (6) The reactants are [Br:1][C:2]1[CH:7]=[CH:6][C:5]([S:8](Cl)(=[O:10])=[O:9])=[C:4]([F:12])[CH:3]=1.C[CH2:14][N:15](CC)[CH2:16]C.CNC.C1COCC1. The catalyst is ClCCl. The product is [Br:1][C:2]1[CH:7]=[CH:6][C:5]([S:8]([N:15]([CH3:16])[CH3:14])(=[O:10])=[O:9])=[C:4]([F:12])[CH:3]=1. The yield is 0.750.